From a dataset of Reaction yield outcomes from USPTO patents with 853,638 reactions. Predict the reaction yield, written as a fraction of the theoretical maximum amount of product (1.0 means a 100% yield; for example, 0.34 means a 34% yield). (1) The reactants are [NH2:1][C:2]1[C:3]([NH:28][CH:29]2[CH2:33][CH2:32][CH2:31][CH2:30]2)=[N:4][C:5]([NH:8][C:9]2[CH:14]=[CH:13][C:12]([N:15]3[CH2:20][CH2:19][N:18]([C:21]([O:23][C:24]([CH3:27])([CH3:26])[CH3:25])=[O:22])[CH2:17][CH2:16]3)=[CH:11][CH:10]=2)=[N:6][CH:7]=1.[C:34](OCCCC)(=O)[CH:35]=[O:36].CC(O)=O. The catalyst is CCO. The product is [C:24]([O:23][C:21]([N:18]1[CH2:19][CH2:20][N:15]([C:12]2[CH:13]=[CH:14][C:9]([NH:8][C:5]3[N:6]=[CH:7][C:2]4[N:1]=[CH:34][C:35](=[O:36])[N:28]([CH:29]5[CH2:30][CH2:31][CH2:32][CH2:33]5)[C:3]=4[N:4]=3)=[CH:10][CH:11]=2)[CH2:16][CH2:17]1)=[O:22])([CH3:27])([CH3:26])[CH3:25]. The yield is 0.430. (2) The reactants are [CH2:1]([O:8][N:9]1[C:15](=[O:16])[N:14]2[CH2:17][C@H:10]1[CH2:11][CH2:12][C@H:13]2[C:18]([NH:20][NH:21][C:22]([N:24]1[CH2:29][CH2:28][N:27]([C:30]([O:32][C:33]([CH3:36])([CH3:35])[CH3:34])=[O:31])[CH2:26][CH2:25]1)=[O:23])=O)[C:2]1[CH:7]=[CH:6][CH:5]=[CH:4][CH:3]=1.N1C=CC=CC=1.O(S(C(F)(F)F)(=O)=O)S(C(F)(F)F)(=O)=O.C([O-])(O)=O.[Na+]. The catalyst is C(Cl)Cl. The product is [CH2:1]([O:8][N:9]1[C:15](=[O:16])[N:14]2[CH2:17][C@H:10]1[CH2:11][CH2:12][C@H:13]2[C:18]1[O:23][C:22]([N:24]2[CH2:29][CH2:28][N:27]([C:30]([O:32][C:33]([CH3:35])([CH3:36])[CH3:34])=[O:31])[CH2:26][CH2:25]2)=[N:21][N:20]=1)[C:2]1[CH:3]=[CH:4][CH:5]=[CH:6][CH:7]=1. The yield is 0.830. (3) The reactants are C[O:2][C:3]1[CH:16]=[C:15]([CH2:17][CH2:18][CH3:19])[CH:14]=[CH:13][C:4]=1[O:5][C:6]1[N:11]=[C:10]([NH2:12])[CH:9]=[CH:8][CH:7]=1. The catalyst is C1CCCCC1.ClCCl. The product is [NH2:12][C:10]1[N:11]=[C:6]([O:5][C:4]2[CH:13]=[CH:14][C:15]([CH2:17][CH2:18][CH3:19])=[CH:16][C:3]=2[OH:2])[CH:7]=[CH:8][CH:9]=1. The yield is 0.0400.